Dataset: Reaction yield outcomes from USPTO patents with 853,638 reactions. Task: Predict the reaction yield, written as a fraction of the theoretical maximum amount of product (1.0 means a 100% yield; for example, 0.34 means a 34% yield). (1) The reactants are [NH2:1][C:2]1[C:3]([C:18](O)=O)=[N:4][C:5]([C:8]2[CH:13]=[CH:12][C:11]([S:14]([CH3:17])(=[O:16])=[O:15])=[CH:10][CH:9]=2)=[CH:6][N:7]=1.C(OP(C#N)(OCC)=O)C.C(N(CC)CC)C.[NH2:38][C:39]1[C:44]([NH2:45])=[CH:43][CH:42]=[CH:41][C:40]=1[OH:46]. The catalyst is COCCOC.CCOC(C)=O. The product is [NH2:1][C:2]1[C:3]([C:18]2[NH:38][C:39]3[C:40]([OH:46])=[CH:41][CH:42]=[CH:43][C:44]=3[N:45]=2)=[N:4][C:5]([C:8]2[CH:9]=[CH:10][C:11]([S:14]([CH3:17])(=[O:15])=[O:16])=[CH:12][CH:13]=2)=[CH:6][N:7]=1. The yield is 0.740. (2) The reactants are [N+:1]([C:4]1[CH:9]=[CH:8][C:7]([CH2:10][CH:11]([CH2:14][OH:15])[CH2:12][OH:13])=[CH:6][CH:5]=1)([O-:3])=[O:2].[C:16]1([CH3:26])[CH:21]=[CH:20][C:19]([S:22](Cl)(=[O:24])=[O:23])=[CH:18][CH:17]=1.Cl. The catalyst is N1C=CC=CC=1. The product is [CH3:26][C:16]1[CH:21]=[CH:20][C:19]([S:22]([O:13][CH2:12][CH:11]([CH2:10][C:7]2[CH:6]=[CH:5][C:4]([N+:1]([O-:3])=[O:2])=[CH:9][CH:8]=2)[CH2:14][O:15][S:22]([C:19]2[CH:20]=[CH:21][C:16]([CH3:26])=[CH:17][CH:18]=2)(=[O:24])=[O:23])(=[O:24])=[O:23])=[CH:18][CH:17]=1. The yield is 0.890.